Dataset: Full USPTO retrosynthesis dataset with 1.9M reactions from patents (1976-2016). Task: Predict the reactants needed to synthesize the given product. (1) Given the product [ClH:1].[Cl:1][C:2]1[N:7]=[N:6][C:5]([O:8][CH2:9][CH:10]2[CH2:15][CH2:14][NH:13][CH2:12][CH2:11]2)=[CH:4][CH:3]=1, predict the reactants needed to synthesize it. The reactants are: [Cl:1][C:2]1[N:7]=[N:6][C:5]([O:8][CH2:9][CH:10]2[CH2:15][CH2:14][N:13](C(OC(C)(C)C)=O)[CH2:12][CH2:11]2)=[CH:4][CH:3]=1.O1CCOCC1. (2) Given the product [Cl:8][C:7]1[CH:6]=[N:5][N:4]([CH2:9][C:10]2[CH:15]=[CH:14][C:13]([O:16][CH3:17])=[CH:12][CH:11]=2)[C:3](=[O:18])[C:2]=1[O:20][CH3:19].[Cl:1][C:2]1[C:3](=[O:18])[N:4]([CH2:9][C:10]2[CH:15]=[CH:14][C:13]([O:16][CH3:17])=[CH:12][CH:11]=2)[N:5]=[CH:6][C:7]=1[O:20][CH3:19], predict the reactants needed to synthesize it. The reactants are: [Cl:1][C:2]1[C:3](=[O:18])[N:4]([CH2:9][C:10]2[CH:15]=[CH:14][C:13]([O:16][CH3:17])=[CH:12][CH:11]=2)[N:5]=[CH:6][C:7]=1[Cl:8].[CH3:19][O-:20].[Na+].O.ClCCl.